This data is from Full USPTO retrosynthesis dataset with 1.9M reactions from patents (1976-2016). The task is: Predict the reactants needed to synthesize the given product. (1) Given the product [C:1]([O:5][C:6](=[O:38])[NH:7][C:8]([C:10]1[CH:11]=[CH:12][C:13]([CH2:16][NH:17][C:18]([C@H:20]2[N:24]3[C:25](=[O:37])[C:26]([NH:29][CH:30]([CH3:39])[CH3:31])=[CH:27][N:28]=[C:23]3[CH2:22][CH2:21]2)=[O:19])=[CH:14][CH:15]=1)=[NH:9])([CH3:4])([CH3:3])[CH3:2], predict the reactants needed to synthesize it. The reactants are: [C:1]([O:5][C:6](=[O:38])[NH:7][C:8]([C:10]1[CH:15]=[CH:14][C:13]([CH2:16][NH:17][C:18]([C@H:20]2[N:24]3[C:25](=[O:37])[C:26]([NH:29][CH2:30][C:31]4C=CC=CC=4)=[CH:27][N:28]=[C:23]3[CH2:22][CH2:21]2)=[O:19])=[CH:12][CH:11]=1)=[NH:9])([CH3:4])([CH3:3])[CH3:2].[C:39](OC(=O)NC(C1C=CC(CNC([C@H]2N3C(=O)C(N)=CN=C3CC2)=O)=CC=1)=N)(C)(C)C.CC(C)=O.[BH-](OC(C)=O)(OC(C)=O)OC(C)=O.[Na+]. (2) Given the product [CH3:1][O:2][C:3]1[CH:4]=[C:5]([NH:6][CH:15]=[C:16]([C:17]([O:19][CH2:20][CH3:21])=[O:18])[C:22]([O:24][CH2:25][CH3:26])=[O:23])[CH:7]=[CH:8][C:9]=1[O:10][CH3:11], predict the reactants needed to synthesize it. The reactants are: [CH3:1][O:2][C:3]1[CH:4]=[C:5]([CH:7]=[CH:8][C:9]=1[O:10][CH3:11])[NH2:6].C(O[CH:15]=[C:16]([C:22]([O:24][CH2:25][CH3:26])=[O:23])[C:17]([O:19][CH2:20][CH3:21])=[O:18])C. (3) Given the product [N:18]1([CH2:17][C:13]2[CH:12]=[C:11]3[C:16](=[CH:15][CH:14]=2)[NH:8][C:9]([C:24]2[C:32]4[C:27](=[CH:28][CH:29]=[C:30]([C:33]([OH:35])=[O:34])[CH:31]=4)[NH:26][N:25]=2)=[CH:10]3)[CH2:23][CH2:22][CH2:21][CH2:20][CH2:19]1, predict the reactants needed to synthesize it. The reactants are: C(OC([N:8]1[C:16]2[C:11](=[CH:12][C:13]([CH2:17][N:18]3[CH2:23][CH2:22][CH2:21][CH2:20][CH2:19]3)=[CH:14][CH:15]=2)[CH:10]=[C:9]1[C:24]1[C:32]2[C:27](=[CH:28][CH:29]=[C:30]([C:33]([O:35]C)=[O:34])[CH:31]=2)[NH:26][N:25]=1)=O)(C)(C)C.[OH-].[Na+]. (4) Given the product [Cl:16][C:17]1[CH:18]=[C:19]([NH:23][C:24](=[O:27])[CH2:25][S:9][C:8]2[N:4]([CH:1]([CH3:3])[CH3:2])[N:5]=[C:6]([C:10]3[CH:15]=[CH:14][N:13]=[CH:12][CH:11]=3)[N:7]=2)[CH:20]=[CH:21][CH:22]=1, predict the reactants needed to synthesize it. The reactants are: [CH:1]([N:4]1[C:8]([SH:9])=[N:7][C:6]([C:10]2[CH:15]=[CH:14][N:13]=[CH:12][CH:11]=2)=[N:5]1)([CH3:3])[CH3:2].[Cl:16][C:17]1[CH:18]=[C:19]([NH:23][C:24](=[O:27])[CH2:25]Cl)[CH:20]=[CH:21][CH:22]=1.C(N(CC)CC)C. (5) Given the product [NH2:1][C:2]1[C:3]([C:4]([O:6][CH3:7])=[O:5])=[C:8]([NH2:13])[CH:9]=[CH:10][C:11]=1[C:21]1[C:22]([C:44]([O:46][CH2:40][CH3:43])=[O:45])=[CH:18][O:19][CH:20]=1, predict the reactants needed to synthesize it. The reactants are: [NH2:1][C:2]1[C:11](Br)=[CH:10][CH:9]=[C:8]([NH2:13])[C:3]=1[C:4]([O:6][CH3:7])=[O:5].COC([C:18]1[O:19][CH:20]=[CH:21][C:22]=1B(O)O)=O.F[B-](F)(F)F.C([PH+]([C:40]([CH3:43])(C)C)C(C)(C)C)(C)(C)C.[C:44](=O)([O-:46])[O-:45].[Cs+].[Cs+].